This data is from Retrosynthesis with 50K atom-mapped reactions and 10 reaction types from USPTO. The task is: Predict the reactants needed to synthesize the given product. (1) The reactants are: CC(C)(C)OC(=O)c1ccc(CBr)c([N+](=O)[O-])c1.COC(=O)/C=C/CNCCc1ccccc1. Given the product COC(=O)/C=C/CN(CCc1ccccc1)Cc1ccc(C(=O)OC(C)(C)C)cc1[N+](=O)[O-], predict the reactants needed to synthesize it. (2) Given the product Cc1nc(-c2ccc(C(F)(F)F)cc2)sc1C(=O)N1CCc2cc(O)ccc2C1, predict the reactants needed to synthesize it. The reactants are: Cc1nc(-c2ccc(C(F)(F)F)cc2)sc1C(=O)O.Oc1ccc2c(c1)CCNC2. (3) The reactants are: CC(C)(C)OC(=O)N1CC(=O)Nc2ccccc2C1.CI. Given the product CN1C(=O)CN(C(=O)OC(C)(C)C)Cc2ccccc21, predict the reactants needed to synthesize it. (4) The reactants are: CC(=O)OO.COC(=O)C1=C(Cc2ccc(Cl)cc2)CCC1(C)C. Given the product COC(=O)C12OC1(Cc1ccc(Cl)cc1)CCC2(C)C, predict the reactants needed to synthesize it. (5) Given the product Cc1cc(C)c(Nc2ccc(F)cc2N)c(C)c1, predict the reactants needed to synthesize it. The reactants are: Cc1cc(C)c(Nc2ccc(F)cc2[N+](=O)[O-])c(C)c1. (6) The reactants are: Cc1cc(C)c(NC(=O)CCl)c(C)c1.Clc1ccc(C(c2ccccc2)N2CCNCC2)cc1. Given the product Cc1cc(C)c(NC(=O)CN2CCN(C(c3ccccc3)c3ccc(Cl)cc3)CC2)c(C)c1, predict the reactants needed to synthesize it. (7) Given the product Cn1nnc(C(=O)Nc2cccc(Oc3ccc4nc(NC(=O)C5CC5)cn4c3)c2)n1, predict the reactants needed to synthesize it. The reactants are: Cn1nnc(C(=O)O)n1.Nc1cccc(Oc2ccc3nc(NC(=O)C4CC4)cn3c2)c1. (8) Given the product COC(C)(C)c1nc2cc(N(C)S(=O)(=O)c3ccc(NC(C)=O)cc3)ccc2n1CC1CCOCC1, predict the reactants needed to synthesize it. The reactants are: CC(=O)Nc1ccc(S(=O)(=O)Cl)cc1.CNc1ccc2c(c1)nc(C(C)(C)OC)n2CC1CCOCC1. (9) Given the product Cc1c(C(=O)NC2C3CCC(C)(C2O)C3(C)C)cc(-c2cc(C(F)(F)F)ccc2C(F)(F)F)n1C[C@H]1CCCO1, predict the reactants needed to synthesize it. The reactants are: CC(=O)OC1C(NC(=O)c2cc(-c3cc(C(F)(F)F)ccc3C(F)(F)F)n(C[C@H]3CCCO3)c2C)C2CCC1(C)C2(C)C. (10) Given the product C=CCC1CCN(C(=O)OC(C)(C)C)CC1, predict the reactants needed to synthesize it. The reactants are: CC(C)(C)OC(=O)N1CCC(CC=O)CC1.C[Si](C)(C)[N-][Si](C)(C)C.